This data is from Catalyst prediction with 721,799 reactions and 888 catalyst types from USPTO. The task is: Predict which catalyst facilitates the given reaction. (1) Reactant: [NH2:1][C:2]1[CH:6]=[CH:5][NH:4][C:3]=1[C:7]([O:9]CC)=O.C(O)(=O)C.[CH:16](N)=[NH:17]. Product: [N:1]1[C:2]2[CH:6]=[CH:5][NH:4][C:3]=2[C:7](=[O:9])[NH:17][CH:16]=1. The catalyst class is: 8. (2) Reactant: Br[C:2]1[CH:3]=[CH:4][C:5]2[N:6]([C:15]3[CH:20]=[CH:19][CH:18]=[CH:17][CH:16]=3)[C:7]3[C:12]([C:13]=2[CH:14]=1)=[CH:11][CH:10]=[CH:9][CH:8]=3.[CH3:21][C:22]1([CH3:38])[C:26]([CH3:28])([CH3:27])[O:25][B:24]([B:24]2[O:25][C:26]([CH3:28])([CH3:27])[C:22]([CH3:38])([CH3:21])[O:23]2)[O:23]1.C([O-])(=O)C.[K+]. Product: [C:5]1([N:6]2[C:15]3[CH:20]=[CH:19][C:18]([B:24]4[O:25][C:26]([CH3:28])([CH3:27])[C:22]([CH3:38])([CH3:21])[O:23]4)=[CH:17][C:16]=3[C:12]3[C:7]2=[CH:8][CH:9]=[CH:10][CH:11]=3)[CH:4]=[CH:3][CH:2]=[CH:14][CH:13]=1. The catalyst class is: 294. (3) Reactant: C(OC(=O)[NH:7][C@@H:8]([CH2:13][C:14]#[N:15])[C:9]([CH3:12])([CH3:11])[CH3:10])(C)(C)C.[ClH:17]. The catalyst class is: 12. Product: [ClH:17].[NH2:7][C@H:8]([C:9]([CH3:12])([CH3:11])[CH3:10])[CH2:13][C:14]#[N:15]. (4) Reactant: [OH:1][C:2]1[C:3]([CH3:12])=[N:4][C:5]2[C:10]([CH:11]=1)=[CH:9][CH:8]=[CH:7][CH:6]=2.C1C(=O)N([Br:20])C(=O)C1.N(C(C)(C)C#N)=NC(C)(C)C#N.O. Product: [Br:20][C:11]1[C:10]2[C:5](=[CH:6][CH:7]=[CH:8][CH:9]=2)[N:4]=[C:3]([CH3:12])[C:2]=1[OH:1]. The catalyst class is: 159. (5) Reactant: [Br:1][C:2]1[CH:3]=[C:4]2[C:9](=[CH:10][CH:11]=1)[CH2:8][C:7](=[O:12])[CH2:6][CH2:5]2.[N-:13]=[N+]=[N-].[Na+].FC(F)(F)S(O)(=O)=O. Product: [Br:1][C:2]1[CH:11]=[CH:10][C:9]2[CH2:8][NH:13][C:7](=[O:12])[CH2:6][CH2:5][C:4]=2[CH:3]=1. The catalyst class is: 11. (6) Reactant: [CH3:1][O:2][C:3]1[CH:4]=[C:5]2[C:10](=[CH:11][CH:12]=1)[C:9]([O:13][C:14]1[CH:19]=[CH:18][C:17](/[CH:20]=[CH:21]/[C:22]([O:24]CC)=[O:23])=[CH:16][CH:15]=1)=[C:8]([C:27]1[CH:32]=[CH:31][CH:30]=[CH:29][CH:28]=1)[C:7]([CH2:33][CH2:34][CH2:35][CH2:36][CH3:37])=[CH:6]2.[OH-].[Na+]. Product: [CH3:1][O:2][C:3]1[CH:4]=[C:5]2[C:10](=[CH:11][CH:12]=1)[C:9]([O:13][C:14]1[CH:15]=[CH:16][C:17](/[CH:20]=[CH:21]/[C:22]([OH:24])=[O:23])=[CH:18][CH:19]=1)=[C:8]([C:27]1[CH:32]=[CH:31][CH:30]=[CH:29][CH:28]=1)[C:7]([CH2:33][CH2:34][CH2:35][CH2:36][CH3:37])=[CH:6]2. The catalyst class is: 242. (7) Reactant: [F:1][C:2]1[CH:7]=[CH:6][C:5]([C:8]2[C:13](/[CH:14]=[CH:15]/[CH:16]=[O:17])=[C:12]([CH:18]([CH3:20])[CH3:19])[N:11]=[C:10]([N:21]([CH3:26])[S:22]([CH3:25])(=[O:24])=[O:23])[N:9]=2)=[CH:4][CH:3]=1.[Cl-].[Li+].[CH2:29]([O:31][C:32]([O:39][Si](C)(C)C)=[CH:33][C:34]([O:36][CH2:37][CH3:38])=[CH2:35])[CH3:30]. Product: [CH2:37]([O:36][C:34]([CH2:35][C@H:16]([OH:17])/[CH:15]=[CH:14]/[C:13]1[C:8]([C:5]2[CH:4]=[CH:3][C:2]([F:1])=[CH:7][CH:6]=2)=[N:9][C:10]([N:21]([CH3:26])[S:22]([CH3:25])(=[O:24])=[O:23])=[N:11][C:12]=1[CH:18]([CH3:20])[CH3:19])=[CH:33][C:32]([O:31][CH2:29][CH3:30])=[O:39])[CH3:38]. The catalyst class is: 7.